Predict the product of the given reaction. From a dataset of Forward reaction prediction with 1.9M reactions from USPTO patents (1976-2016). (1) Given the reactants [Cl:1][CH:2]([CH2:6][CH:7]1[CH2:12][CH2:11][CH2:10][CH2:9][CH2:8]1)[C:3]([OH:5])=[O:4].CCOC(C)=O.CO.[Na+].[Cl-], predict the reaction product. The product is: [Cl:1][C@H:2]([CH2:6][CH:7]1[CH2:12][CH2:11][CH2:10][CH2:9][CH2:8]1)[C:3]([OH:5])=[O:4]. (2) Given the reactants [Br:1][C:2]1[CH:11]=[CH:10][C:5]([C:6](OC)=[O:7])=[CH:4][C:3]=1[CH3:12].[H-].[Al+3].[Li+].[H-].[H-].[H-].Cl, predict the reaction product. The product is: [Br:1][C:2]1[CH:11]=[CH:10][C:5]([CH2:6][OH:7])=[CH:4][C:3]=1[CH3:12].